Dataset: Full USPTO retrosynthesis dataset with 1.9M reactions from patents (1976-2016). Task: Predict the reactants needed to synthesize the given product. (1) The reactants are: [CH2:1]([O:8][C:9]1[CH:10]=[CH:11][C:12]([CH:20]([O:46][Si](C(C)(C)C)(C)C)[CH2:21][NH:22][C:23]([CH3:45])([CH3:44])[CH2:24][C:25]2[CH:30]=[CH:29][CH:28]=[C:27]([O:31][CH2:32][CH2:33][C:34]34[CH2:43][CH:38]5[CH2:39][CH:40]([CH2:42][CH:36]([CH2:37]5)[CH2:35]3)[CH2:41]4)[CH:26]=2)=[C:13]2[C:18]=1[NH:17][C:16](=[O:19])[CH:15]=[CH:14]2)[C:2]1[CH:7]=[CH:6][CH:5]=[CH:4][CH:3]=1.[F-].C([N+](CCCC)(CCCC)CCCC)CCC. Given the product [CH2:1]([O:8][C:9]1[CH:10]=[CH:11][C:12]([CH:20]([OH:46])[CH2:21][NH:22][C:23]([CH3:44])([CH3:45])[CH2:24][C:25]2[CH:30]=[CH:29][CH:28]=[C:27]([O:31][CH2:32][CH2:33][C:34]34[CH2:43][CH:38]5[CH2:37][CH:36]([CH2:42][CH:40]([CH2:39]5)[CH2:41]3)[CH2:35]4)[CH:26]=2)=[C:13]2[C:18]=1[NH:17][C:16](=[O:19])[CH:15]=[CH:14]2)[C:2]1[CH:7]=[CH:6][CH:5]=[CH:4][CH:3]=1, predict the reactants needed to synthesize it. (2) Given the product [Cl:1][C:2]1[C:7]([C:8]([O:10][CH3:13])=[O:9])=[CH:6][CH:5]=[C:4]([CH3:11])[N:3]=1, predict the reactants needed to synthesize it. The reactants are: [Cl:1][C:2]1[C:7]([C:8]([OH:10])=[O:9])=[CH:6][CH:5]=[C:4]([CH3:11])[N:3]=1.[Si](C=[N+]=[N-])(C)(C)[CH3:13].CCCCCC. (3) Given the product [F:1][C:2]1[C:3]([CH:9]2[CH:10]=[N:11][CH:12]([CH3:20])[N:13]2[CH:14]2[CH2:19][CH2:18][O:17][CH2:16][CH2:15]2)=[N:4][C:5]([NH:8][C:31]2[CH:32]=[CH:33][C:28]([S:25]([NH:24][CH2:23][C:22]([F:35])([F:36])[F:21])(=[O:26])=[O:27])=[N:29][CH:30]=2)=[N:6][CH:7]=1, predict the reactants needed to synthesize it. The reactants are: [F:1][C:2]1[C:3]([C:9]2[N:13]([CH:14]3[CH2:19][CH2:18][O:17][CH2:16][CH2:15]3)[C:12]([CH3:20])=[N:11][CH:10]=2)=[N:4][C:5]([NH2:8])=[N:6][CH:7]=1.[F:21][C:22]([F:36])([F:35])[CH2:23][NH:24][S:25]([C:28]1[CH:33]=[CH:32][C:31](Br)=[CH:30][N:29]=1)(=[O:27])=[O:26].C([O-])([O-])=O.[Cs+].[Cs+].CC1(C)C2C(=C(P(C3C=CC=CC=3)C3C=CC=CC=3)C=CC=2)OC2C(P(C3C=CC=CC=3)C3C=CC=CC=3)=CC=CC1=2.